From a dataset of Forward reaction prediction with 1.9M reactions from USPTO patents (1976-2016). Predict the product of the given reaction. (1) Given the reactants O.[OH-].[Li+].[CH3:4][O:5][C:6]1[CH:49]=[C:48]([O:50][CH3:51])[CH:47]=[CH:46][C:7]=1[CH2:8][NH:9][C:10]1[C:11]2[CH:18]=[CH:17][N:16]([C@H:19]3[C@@H:23]4[O:24][C:25]([CH3:28])([CH3:27])[O:26][C@@H:22]4[C@@H:21]([CH2:29][N:30]([CH2:42][CH:43]([CH3:45])[CH3:44])[CH:31]4[CH2:34][CH:33]([CH2:35][CH2:36][C:37]([O:39]CC)=[O:38])[CH2:32]4)[CH2:20]3)[C:12]=2[N:13]=[CH:14][N:15]=1.O1CCCC1.CO.Cl, predict the reaction product. The product is: [CH3:4][O:5][C:6]1[CH:49]=[C:48]([O:50][CH3:51])[CH:47]=[CH:46][C:7]=1[CH2:8][NH:9][C:10]1[C:11]2[CH:18]=[CH:17][N:16]([C@H:19]3[C@@H:23]4[O:24][C:25]([CH3:27])([CH3:28])[O:26][C@@H:22]4[C@@H:21]([CH2:29][N:30]([CH2:42][CH:43]([CH3:45])[CH3:44])[CH:31]4[CH2:32][CH:33]([CH2:35][CH2:36][C:37]([OH:39])=[O:38])[CH2:34]4)[CH2:20]3)[C:12]=2[N:13]=[CH:14][N:15]=1. (2) The product is: [C:18]([O:17][C:14]1[CH:15]=[CH:16][C:11]([CH2:10][O:9][C:7](=[O:8])[NH:6][CH2:5][CH2:4][C:25]2[CH:30]=[CH:29][CH:28]=[CH:27][CH:26]=2)=[CH:12][C:13]=1[O:21][CH3:22])(=[O:20])[CH3:19]. Given the reactants S=C1[N:6]([C:7]([O:9][CH2:10][C:11]2[CH:16]=[CH:15][C:14]([O:17][C:18](=[O:20])[CH3:19])=[C:13]([O:21][CH3:22])[CH:12]=2)=[O:8])[CH2:5][CH2:4]S1.C(N)C[C:25]1[CH:30]=[CH:29][CH:28]=[CH:27][CH:26]=1.C(N(CC)CC)C, predict the reaction product. (3) Given the reactants Cl[CH:2]([C:14]1[CH:19]=[CH:18][CH:17]=[CH:16][CH:15]=1)[C:3]([C:5]1[C:13]2[C:8](=[CH:9][CH:10]=[CH:11][CH:12]=2)[NH:7][CH:6]=1)=[O:4].[F:20][C:21]([F:31])([F:30])[O:22][C:23]1[CH:24]=[C:25]([CH:27]=[CH:28][CH:29]=1)[NH2:26].CCN(C(C)C)C(C)C, predict the reaction product. The product is: [NH:7]1[C:8]2[C:13](=[CH:12][CH:11]=[CH:10][CH:9]=2)[C:5]([C:3](=[O:4])[CH:2]([C:14]2[CH:19]=[CH:18][CH:17]=[CH:16][CH:15]=2)[NH:26][C:25]2[CH:27]=[CH:28][CH:29]=[C:23]([O:22][C:21]([F:20])([F:30])[F:31])[CH:24]=2)=[CH:6]1. (4) Given the reactants [NH2:1][CH2:2][C:3]1[O:7][N:6]=[C:5]([C:8]2[CH:13]=[CH:12][CH:11]=[CH:10][CH:9]=2)[CH:4]=1.C(N(C(C)C)CC)(C)C.[CH3:23][N:24]([C:28]1[CH:33]=[CH:32][CH:31]=[CH:30][CH:29]=1)[C:25](Cl)=[O:26], predict the reaction product. The product is: [C:8]1([C:5]2[CH:4]=[C:3]([CH2:2][NH:1][C:25](=[O:26])[N:24]([CH3:23])[C:28]3[CH:33]=[CH:32][CH:31]=[CH:30][CH:29]=3)[O:7][N:6]=2)[CH:9]=[CH:10][CH:11]=[CH:12][CH:13]=1. (5) Given the reactants [Cl-:1].[CH2:2]([N+:4]([CH2:11][CH3:12])([CH2:8][CH:9]=[CH2:10])[CH2:5][CH:6]=[CH2:7])[CH3:3].[C:13]([NH2:17])(=[O:16])[CH:14]=[CH2:15].[C:18]([OH:22])(=[O:21])[CH:19]=[CH2:20].[OH-].[Na+].S(OOS([O-])(=O)=O)([O-])(=O)=O.[Na+].[Na+].S(=O)(O)[O-].[Na+], predict the reaction product. The product is: [C:18]([OH:22])(=[O:21])[CH:19]=[CH2:20].[Cl-:1].[CH2:11]([N+:4]([CH2:2][CH3:3])([CH2:8][CH:9]=[CH2:10])[CH2:5][CH:6]=[CH2:7])[CH3:12].[C:13]([NH2:17])(=[O:16])[CH:14]=[CH2:15]. (6) Given the reactants Br[C:2]1[CH:20]=[CH:19][C:5]([C:6]([NH:8][C:9]2[CH:18]=[C:17]3[C:12]([CH:13]=[CH:14][CH:15]=[N:16]3)=[CH:11][CH:10]=2)=[O:7])=[CH:4][CH:3]=1.[C:21]([C:24]1[CH:29]=[CH:28][CH:27]=[CH:26][C:25]=1B(O)O)(=[O:23])[CH3:22], predict the reaction product. The product is: [C:21]([C:24]1[CH:29]=[CH:28][CH:27]=[CH:26][C:25]=1[C:2]1[CH:20]=[CH:19][C:5]([C:6]([NH:8][C:9]2[CH:18]=[C:17]3[C:12]([CH:13]=[CH:14][CH:15]=[N:16]3)=[CH:11][CH:10]=2)=[O:7])=[CH:4][CH:3]=1)(=[O:23])[CH3:22]. (7) Given the reactants [F:1][C:2]([F:50])([F:49])[C:3]1[CH:4]=[C:5]([CH:42]=[C:43]([C:45]([F:48])([F:47])[F:46])[CH:44]=1)[C:6]([N:8]1[CH2:13][CH2:12][N:11]([CH2:14][CH2:15][N:16]2[CH2:21][CH2:20][O:19][C@H:18]([CH2:22][O:23][CH3:24])[CH2:17]2)[CH2:10][C@H:9]1[CH2:25][C:26]1[CH:31]=[CH:30][C:29]([CH3:32])=[C:28]([NH:33][CH2:34][N:35]2[C:39](=[O:40])[CH2:38][CH2:37][C:36]2=[O:41])[CH:27]=1)=[O:7].[BH4-].[Na+].O.C(OCC)(=O)C, predict the reaction product. The product is: [F:48][C:45]([F:46])([F:47])[C:43]1[CH:42]=[C:5]([CH:4]=[C:3]([C:2]([F:1])([F:49])[F:50])[CH:44]=1)[C:6]([N:8]1[CH2:13][CH2:12][N:11]([CH2:14][CH2:15][N:16]2[CH2:21][CH2:20][O:19][C@H:18]([CH2:22][O:23][CH3:24])[CH2:17]2)[CH2:10][C@H:9]1[CH2:25][C:26]1[CH:31]=[CH:30][C:29]([CH3:32])=[C:28]([NH:33][CH3:34])[CH:27]=1)=[O:7].[F:47][C:45]([F:46])([F:48])[C:43]1[CH:42]=[C:5]([CH:4]=[C:3]([C:2]([F:50])([F:49])[F:1])[CH:44]=1)[C:6]([N:8]1[CH2:13][CH2:12][N:11]([CH2:14][CH2:15][N:16]2[CH2:21][CH2:20][O:19][C@H:18]([CH2:22][O:23][CH3:24])[CH2:17]2)[CH2:10][C@H:9]1[CH2:25][C:26]1[CH:31]=[CH:30][C:29]([CH3:32])=[C:28]([NH:33][CH2:34][N:35]2[CH:39]([OH:40])[CH2:38][CH2:37][C:36]2=[O:41])[CH:27]=1)=[O:7].